Dataset: Catalyst prediction with 721,799 reactions and 888 catalyst types from USPTO. Task: Predict which catalyst facilitates the given reaction. (1) Reactant: C(OC([N:8]1[CH2:31][CH2:30][C:11]2([C:14](=[O:15])[N:13]([C:16]3[CH:21]=[CH:20][C:19]([F:22])=[C:18]([Cl:23])[CH:17]=3)[CH:12]2[C:24]2[CH:29]=[CH:28][CH:27]=[CH:26][N:25]=2)[CH2:10][CH2:9]1)=O)(C)(C)C.C(O)(C(F)(F)F)=O. Product: [Cl:23][C:18]1[CH:17]=[C:16]([N:13]2[CH:12]([C:24]3[CH:29]=[CH:28][CH:27]=[CH:26][N:25]=3)[C:11]3([CH2:10][CH2:9][NH:8][CH2:31][CH2:30]3)[C:14]2=[O:15])[CH:21]=[CH:20][C:19]=1[F:22]. The catalyst class is: 2. (2) Reactant: C1C(=O)N([I:8])C(=O)C1.[C:9]([NH:12][C:13]1[N:18]2[C:19]3[N:25]=[CH:24][CH:23]=[C:22]([O:26][CH3:27])[C:20]=3[CH:21]=[C:17]2[CH:16]=[CH:15][N:14]=1)(=[O:11])[CH3:10]. Product: [C:9]([NH:12][C:13]1[N:18]2[C:19]3[N:25]=[CH:24][CH:23]=[C:22]([O:26][CH3:27])[C:20]=3[C:21]([I:8])=[C:17]2[CH:16]=[CH:15][N:14]=1)(=[O:11])[CH3:10]. The catalyst class is: 2. (3) Reactant: [CH2:1]([O:3][C:4]([C:6]1[C:16]([CH2:17][CH2:18][CH2:19][C:20]2[CH2:21][C:22](=O)[CH:23]=[CH:24][CH:25]=2)=[C:15]([OH:27])[C:9]2[N:10]=[C:11]([CH3:14])[N:12]([CH3:13])[C:8]=2[CH:7]=1)=[O:5])[CH3:2].[BH4-].[Na+].[Cl-].[NH4+].[OH2:32]. Product: [CH2:1]([O:3][C:4]([C:6]1[C:16]([CH2:17][CH2:18][CH:19]([OH:32])[C:20]2[CH:21]=[CH:22][CH:23]=[CH:24][CH:25]=2)=[C:15]([OH:27])[C:9]2[N:10]=[C:11]([CH3:14])[N:12]([CH3:13])[C:8]=2[CH:7]=1)=[O:5])[CH3:2]. The catalyst class is: 8. (4) Reactant: [Br:1][C:2]1[CH:3]=[C:4]2[C:8](=[CH:9][CH:10]=1)[NH:7][C:6]([C:11]([NH2:13])=O)=[CH:5]2.[OH-].[Na+]. The catalyst class is: 265. Product: [Br:1][C:2]1[CH:3]=[C:4]2[C:8](=[CH:9][CH:10]=1)[NH:7][C:6]([C:11]#[N:13])=[CH:5]2.